This data is from Peptide-MHC class II binding affinity with 134,281 pairs from IEDB. The task is: Regression. Given a peptide amino acid sequence and an MHC pseudo amino acid sequence, predict their binding affinity value. This is MHC class II binding data. The peptide sequence is ICKKYKIWMHVDAAWGGGLL. The MHC is DRB1_0401 with pseudo-sequence DRB1_0401. The binding affinity (normalized) is 0.265.